This data is from Catalyst prediction with 721,799 reactions and 888 catalyst types from USPTO. The task is: Predict which catalyst facilitates the given reaction. (1) Reactant: N1C(C)=CC=CC=1C.O[C:10]1[C:11]2[C:16]([C:17]([O:25][CH3:26])=[C:18]3[C:23]=1[C:22](=[O:24])[CH2:21][CH2:20][CH2:19]3)=[CH:15][C:14]([CH3:27])=[C:13](/[CH:28]=C/C)[C:12]=2[O:31][CH2:32][O:33][CH3:34].I([O-])(=O)(=O)=[O:36].[Na+].[OH2:41]. Product: [OH:41][C:10]1[C:23]2[C:22](=[O:24])[CH2:21][CH2:20][CH2:19][C:18]=2[C:17]([O:25][CH3:26])=[C:16]2[C:11]=1[C:12]([O:31][CH2:32][O:33][CH3:34])=[C:13]([CH:28]=[O:36])[C:14]([CH3:27])=[CH:15]2. The catalyst class is: 7. (2) Reactant: Br[C:2]1[N:3]=[C:4]([O:13][CH2:14][CH:15]2[CH2:18][CH2:17][CH2:16]2)[C:5]([N:8]2[CH2:12][CH2:11][CH2:10][CH2:9]2)=[N:6][CH:7]=1.[C:19]([O:22][CH2:23]C)(=[O:21])C.C(N(CC)CC)C. Product: [CH3:23][O:22][C:19]([C:2]1[CH:7]=[N:6][C:5]([N:8]2[CH2:12][CH2:11][CH2:10][CH2:9]2)=[C:4]([O:13][CH2:14][CH:15]2[CH2:18][CH2:17][CH2:16]2)[N:3]=1)=[O:21]. The catalyst class is: 5. (3) Reactant: Cl[C:2]1[C:7]2[CH:8]=[C:9]([C:11]([O:13][CH3:14])=[O:12])[NH:10][C:6]=2[CH:5]=[CH:4][N:3]=1.[CH3:15][O:16][C:17]1[CH:18]=[C:19](B(O)O)[CH:20]=[CH:21][CH:22]=1.CC(C1C=C(C(C)C)C(C2C=CC=CC=2P(C2CCCCC2)C2CCCCC2)=C(C(C)C)C=1)C.[F-].[K+]. Product: [CH3:15][O:16][C:17]1[CH:22]=[C:21]([C:2]2[C:7]3[CH:8]=[C:9]([C:11]([O:13][CH3:14])=[O:12])[NH:10][C:6]=3[CH:5]=[CH:4][N:3]=2)[CH:20]=[CH:19][CH:18]=1. The catalyst class is: 231. (4) Reactant: [Br:1][C:2]1[CH:3]=[CH:4][C:5]([NH2:8])=[N:6][CH:7]=1.[CH:9](OCC)(OCC)OCC.[N-:19]=[N+:20]=[N-:21].[Na+]. Product: [Br:1][C:2]1[CH:3]=[CH:4][C:5]([N:8]2[CH:9]=[N:21][N:20]=[N:19]2)=[N:6][CH:7]=1. The catalyst class is: 52. (5) Reactant: [CH2:1]([C@@:5]1([CH2:41][CH3:42])[NH:11][C@H:10]([C:12]2[CH:17]=[CH:16][CH:15]=[CH:14][CH:13]=2)[C:9]2[CH:18]=[C:19]([O:37][CH3:38])[C:20]([CH2:22][NH:23][CH:24]([CH2:31][C:32]([O:34]CC)=[O:33])[CH2:25][C:26]([O:28]CC)=[O:27])=[CH:21][C:8]=2[S:7](=[O:40])(=[O:39])[CH2:6]1)[CH2:2][CH2:3][CH3:4].[OH-].[Li+]. Product: [CH2:1]([C@@:5]1([CH2:41][CH3:42])[NH:11][C@H:10]([C:12]2[CH:13]=[CH:14][CH:15]=[CH:16][CH:17]=2)[C:9]2[CH:18]=[C:19]([O:37][CH3:38])[C:20]([CH2:22][NH:23][CH:24]([CH2:31][C:32]([OH:34])=[O:33])[CH2:25][C:26]([OH:28])=[O:27])=[CH:21][C:8]=2[S:7](=[O:39])(=[O:40])[CH2:6]1)[CH2:2][CH2:3][CH3:4]. The catalyst class is: 87. (6) Reactant: [N:1]1[CH:6]=[CH:5][CH:4]=[CH:3][C:2]=1[N].C(=O)([O-])[O-].[K+].[K+].IC.[NH:16]1[CH:21]=[CH:20][CH:19]=NC1=O.ClC1C=CC(CNC(C(=COC)C(OC)=O)=O)=CC=1. Product: [N:1]1[C:2]2[C:3](=[CH:19][CH:20]=[CH:21][N:16]=2)[CH:4]=[CH:5][CH:6]=1. The catalyst class is: 21. (7) Reactant: [F:1][C:2]([F:38])([F:37])[C:3]1[CH:4]=[C:5]([CH:30]=[C:31]([C:33]([F:36])([F:35])[F:34])[CH:32]=1)[C:6]([N:8]1[CH2:13][CH2:12][N:11]([CH2:14]/[CH:15]=[CH:16]/[CH2:17][Cl:18])[CH2:10][C@H:9]1[CH2:19][C:20]1[CH:29]=[CH:28][C:27]2[C:22](=[CH:23][CH:24]=[CH:25][CH:26]=2)[CH:21]=1)=[O:7].[NH:39]1[CH2:44][CH2:43][S:42][CH2:41][CH2:40]1.C(=O)([O-])[O-].[K+].[K+]. Product: [ClH:18].[ClH:18].[F:1][C:2]([F:38])([F:37])[C:3]1[CH:4]=[C:5]([CH:30]=[C:31]([C:33]([F:36])([F:35])[F:34])[CH:32]=1)[C:6]([N:8]1[CH2:13][CH2:12][N:11]([CH2:14]/[CH:15]=[CH:16]/[CH2:17][N:39]2[CH2:44][CH2:43][S:42][CH2:41][CH2:40]2)[CH2:10][C@H:9]1[CH2:19][C:20]1[CH:29]=[CH:28][C:27]2[C:22](=[CH:23][CH:24]=[CH:25][CH:26]=2)[CH:21]=1)=[O:7]. The catalyst class is: 10. (8) Reactant: [N:1]1([C:7]([C:9]2[CH:10]=[C:11]([CH:13]=[C:14]([C:16]([F:19])([F:18])[F:17])[CH:15]=2)[NH2:12])=O)[CH2:6][CH2:5][O:4][CH2:3][CH2:2]1.CSC.B.O1CCCC1.Cl.[OH-].[Na+]. Product: [N:1]1([CH2:7][C:9]2[CH:10]=[C:11]([CH:13]=[C:14]([C:16]([F:18])([F:17])[F:19])[CH:15]=2)[NH2:12])[CH2:6][CH2:5][O:4][CH2:3][CH2:2]1. The catalyst class is: 30. (9) Reactant: Cl.Cl.C(O[C:6]([C:8]1[CH:9]=[C:10]2[C:14](=[CH:15][CH:16]=1)[NH:13][N:12]=[C:11]2[C:17]1[CH:26]=[CH:25][C:24]2[C:19](=[CH:20][CH:21]=[C:22]([O:27][CH2:28][C@@H:29]3[CH2:33][CH2:32][CH2:31][N:30]3[CH3:34])[CH:23]=2)[CH:18]=1)=[NH:7])C.[C:35]([NH:41][NH2:42])(=O)[C:36]([CH3:39])([CH3:38])[CH3:37].C(N(CC)CC)C. Product: [C:36]([C:35]1[N:7]=[C:6]([C:8]2[CH:9]=[C:10]3[C:14](=[CH:15][CH:16]=2)[NH:13][N:12]=[C:11]3[C:17]2[CH:26]=[CH:25][C:24]3[C:19](=[CH:20][CH:21]=[C:22]([O:27][CH2:28][C@@H:29]4[CH2:33][CH2:32][CH2:31][N:30]4[CH3:34])[CH:23]=3)[CH:18]=2)[NH:42][N:41]=1)([CH3:39])([CH3:38])[CH3:37]. The catalyst class is: 5. (10) Reactant: [NH2:1][C:2]1[C:7]([C:8]([OH:10])=O)=[C:6]([Br:11])[C:5]([F:12])=[CH:4][CH:3]=1.[NH2:13][C:14]1[CH:15]=[C:16](F)[C:17](Br)=[C:18]([CH:22]=1)C(O)=O.[C:25]([O:29][C:30]([N:32]1[CH2:36][C@@H:35]([O:37][Si:38]([C:41]([CH3:44])([CH3:43])[CH3:42])([CH3:40])[CH3:39])[CH2:34][C@H:33]1[C:45](O)=O)=[O:31])([CH3:28])([CH3:27])[CH3:26].C1(OP(OC2C=CC=CC=2)OC2C=CC=CC=2)C=CC=CC=1.NC1C=CC=CC=1. Product: [Br:11][C:6]1[C:5]([F:12])=[CH:4][CH:3]=[C:2]2[C:7]=1[C:8](=[O:10])[N:13]([C:14]1[CH:22]=[CH:18][CH:17]=[CH:16][CH:15]=1)[C:45]([C@@H:33]1[CH2:34][C@H:35]([O:37][Si:38]([C:41]([CH3:42])([CH3:43])[CH3:44])([CH3:40])[CH3:39])[CH2:36][N:32]1[C:30]([O:29][C:25]([CH3:26])([CH3:28])[CH3:27])=[O:31])=[N:1]2. The catalyst class is: 17.